Dataset: Forward reaction prediction with 1.9M reactions from USPTO patents (1976-2016). Task: Predict the product of the given reaction. (1) Given the reactants [NH2:1][CH:2]1[CH2:11][C:10]2[N:9]=[CH:8][C:7]([N:12]3[C:17](=[O:18])[CH:16]=[N:15][C:14]4[CH:19]=[CH:20][C:21]([O:23][CH3:24])=[N:22][C:13]3=4)=[CH:6][C:5]=2[CH2:4][CH2:3]1.CO.[O:27]=[C:28]1[CH2:33][O:32][C:31]2=[CH:34][N:35]=[C:36]([CH:38]=O)[NH:37][C:30]2=[N:29]1.C(O[BH-](OC(=O)C)OC(=O)C)(=O)C.[Na+].[Cl:54]CCl, predict the reaction product. The product is: [ClH:54].[CH3:24][O:23][C:21]1[CH:20]=[CH:19][C:14]2[N:15]=[CH:16][C:17](=[O:18])[N:12]([C:7]3[CH:8]=[N:9][C:10]4[CH2:11][CH:2]([NH:1][CH2:38][C:36]5[NH:37][C:30]6[C:31]([O:32][CH2:33][C:28](=[O:27])[N:29]=6)=[CH:34][N:35]=5)[CH2:3][CH2:4][C:5]=4[CH:6]=3)[C:13]=2[N:22]=1. (2) Given the reactants C([O:8][C:9]1[CH:17]=[CH:16][C:15]2[NH:14][C:13]3[C:18](=[CH:21][C:22]([O:24][CH2:25][CH3:26])=[O:23])[CH2:19][CH2:20][C:12]=3[C:11]=2[CH:10]=1)C1C=CC=CC=1.C(OCC)(=O)C.C(O)=O.C(N(CC)CC)C, predict the reaction product. The product is: [OH:8][C:9]1[CH:17]=[CH:16][C:15]2[NH:14][C:13]3[CH:18]([CH2:21][C:22]([O:24][CH2:25][CH3:26])=[O:23])[CH2:19][CH2:20][C:12]=3[C:11]=2[CH:10]=1. (3) Given the reactants [F:1][C:2]([F:10])([F:9])[S:3]([O:6][CH2:7][CH3:8])(=[O:5])=[O:4].[S:11]1[C:15]2[CH:16]=[CH:17][CH:18]=[CH:19][C:14]=2[N:13]=[C:12]1[C:20]1[C:28]2[C:23](=[CH:24][N:25]=[CH:26][CH:27]=2)[S:22][C:21]=1[NH:29][C:30](=[O:32])[CH3:31], predict the reaction product. The product is: [F:1][C:2]([F:10])([F:9])[S:3]([O-:6])(=[O:5])=[O:4].[C:30]([NH:29][C:21]1[S:22][C:23]2=[CH:24][N+:25]([CH2:7][CH3:8])=[CH:26][CH:27]=[C:28]2[C:20]=1[C:12]1[S:11][C:15]2[CH:16]=[CH:17][CH:18]=[CH:19][C:14]=2[N:13]=1)(=[O:32])[CH3:31]. (4) Given the reactants Br[C:2]1[CH:7]=[CH:6][C:5]([C@@H:8]([NH:10][S@@:11]([C:13]([CH3:16])([CH3:15])[CH3:14])=[O:12])[CH3:9])=[C:4]([F:17])[CH:3]=1.[CH:18]1([B-](F)(F)F)[CH2:20][CH2:19]1.[K+].C(=O)([O-])[O-].[Cs+].[Cs+].C12(P(C34CC5CC(CC(C5)C3)C4)CCCC)CC3CC(CC(C3)C1)C2.[Al], predict the reaction product. The product is: [CH:18]1([C:2]2[CH:7]=[CH:6][C:5]([C@@H:8]([NH:10][S@@:11]([C:13]([CH3:16])([CH3:15])[CH3:14])=[O:12])[CH3:9])=[C:4]([F:17])[CH:3]=2)[CH2:20][CH2:19]1. (5) Given the reactants [Br:1][C:2]1[CH:3]=[N:4][C:5]([O:8][CH2:9][CH2:10][O:11][C:12]2[C:16]([C:17]3[CH:22]=[CH:21][C:20]([CH3:23])=[CH:19][CH:18]=3)=[C:15]([NH:24][S:25]([C:28]3[CH:33]=[CH:32][C:31]([C:34]([CH3:37])([CH3:36])[CH3:35])=[CH:30][CH:29]=3)(=[O:27])=[O:26])[N:14]([CH3:38])[N:13]=2)=[N:6][CH:7]=1.C[OH:40], predict the reaction product. The product is: [Br:1][C:2]1[CH:7]=[N:6][C:5]([O:8][CH2:9][CH2:10][O:11][C:12]2[C:16]([C:17]3[CH:22]=[CH:21][C:20]([CH2:23][OH:40])=[CH:19][CH:18]=3)=[C:15]([NH:24][S:25]([C:28]3[CH:29]=[CH:30][C:31]([C:34]([CH3:35])([CH3:37])[CH3:36])=[CH:32][CH:33]=3)(=[O:26])=[O:27])[N:14]([CH3:38])[N:13]=2)=[N:4][CH:3]=1. (6) Given the reactants [Br:1][C:2]1[CH:7]=[CH:6][C:5]([N+:8]([O-:10])=[O:9])=[C:4](F)[CH:3]=1.O1CCOCC1.[CH3:18][NH2:19].CO, predict the reaction product. The product is: [Br:1][C:2]1[CH:7]=[CH:6][C:5]([N+:8]([O-:10])=[O:9])=[C:4]([CH:3]=1)[NH:19][CH3:18]. (7) Given the reactants [F:1][C:2]1[CH:30]=[C:29]([N+:31]([O-])=O)[CH:28]=[CH:27][C:3]=1[O:4][C:5]1[CH:10]=[CH:9][N:8]=[C:7]([NH:11][C:12]([CH:14]2[CH2:19][CH2:18][N:17]([C:20]([O:22][C:23]([CH3:26])([CH3:25])[CH3:24])=[O:21])[CH2:16][CH2:15]2)=[O:13])[CH:6]=1.CCCCCC.C(OCC)(=O)C, predict the reaction product. The product is: [NH2:31][C:29]1[CH:28]=[CH:27][C:3]([O:4][C:5]2[CH:10]=[CH:9][N:8]=[C:7]([NH:11][C:12]([CH:14]3[CH2:19][CH2:18][N:17]([C:20]([O:22][C:23]([CH3:25])([CH3:26])[CH3:24])=[O:21])[CH2:16][CH2:15]3)=[O:13])[CH:6]=2)=[C:2]([F:1])[CH:30]=1.